This data is from Experimentally validated miRNA-target interactions with 360,000+ pairs, plus equal number of negative samples. The task is: Binary Classification. Given a miRNA mature sequence and a target amino acid sequence, predict their likelihood of interaction. (1) The miRNA is hsa-miR-676-3p with sequence CUGUCCUAAGGUUGUUGAGUU. The protein sequence of the target gene is MSSAPTTPPSVDKVDGFSRKSVRKARQKRSQSSSQFRSQGKPIELTPLPLLKDVPTSEQPELFLKKLQQCCVIFDFMDTLSDLKMKEYKRSTLNELVDYITISRGCLTEQTYPEVVRMVSCNIFRTLPPSDSNEFDPEEDEPTLEASWPHLQLVYEFFIRFLESQEFQPSIAKKYIDQKFVLQLLELFDSEDPRERDYLKTVLHRIYGKFLGLRAFIRKQINNIFLRFVYETEHFNGVAELLEILGSIINGFALPLKAEHKQFLVKVLIPLHTVRSLSLFHAQLAYCIVQFLEKDPSLTE.... Result: 0 (no interaction). (2) The protein sequence of the target gene is MADTGLRRVVPSDLYPLVLRFLRDSQLSEVASKFAKATGATQQDANASSLLDIYSFWLNRSTKAPKVKLQSNGPVTKKAKKETSSSDSSEDSSEDEDKKAQGLPTQKAAAQVKRASVPQHAGKAAAKASESSSSEESSEEEEEDKKKKPVQQKAAKPQAKAVRPPAKKAESSESDSDSDSDSSSEEETPQTQKPKAAVAAKAQTKAEAKPGTPAKAQPKVANGKAAASSSSSSSSDDSEEEKKAAAPPKKTVPKKQVVAKAPVKVAAAPTQKSSSSEDSSSEEEEGQRQPMKKKAGPYSS.... Result: 0 (no interaction). The miRNA is hsa-miR-570-5p with sequence AAAGGUAAUUGCAGUUUUUCCC. (3) The miRNA is hsa-miR-4468 with sequence AGAGCAGAAGGAUGAGAU. The protein sequence of the target gene is MWLPWALLLLWVPGCFALSKCRTVAGPVGGSLSVQCPYEKEHRTLNKYWCRPPQIFLCDKIVETKGSAGKRNGRVSIRDSPANLSFTVTLENLTEEDAGTYWCGVDTPWLRDFHDPVVEVEVSVFPASTSMTPASITAAKTSTITTAFPPVSSTTLFAVGATHSASIQEETEEVVNSQLPLLLSLLALLLLLLVGASLLAWRMFQKWIKAGDHSELSQNPKQAATQSELHYANLELLMWPLQEKPAPPREVEVEYSTVASPREELHYASVVFDSNTNRIAAQRPREEEPDSDYSVIRKT. Result: 0 (no interaction). (4) The miRNA is hsa-miR-548aw with sequence GUGCAAAAGUCAUCACGGUU. The protein sequence of the target gene is MAAAAGDGGGEGGAGLGSAAGLGPGPGLRGQGPSAEAHEGAPDPMPAALHPEEVAARLQRMQRELSNRRKILVKNLPQDSNCQEVHDLLKDYDLKYCYVDRNKRTAFVTLLNGEQAQNAIQMFHQYSFRGKDLIVQLQPTDALLCITNVPISFTSEEFEELVRAYGNIERCFLVYSEVTGHSKGYGFVEYMKKDFAAKARLELLGRQLGASALFAQWMDVNLLASELIHSKCLCIDKLPSDYRDSEELLQIFSSVHKPVFCQLAQDEGSYVGGFAVVEYSTAEQAEEVQQAADGMTIKGS.... Result: 1 (interaction). (5) The protein sequence of the target gene is MEDPFSLAILNPASNLSVPTQPSWSLNLTSEQGASVPGPHSPPRGPPSHRIHLVFLGIILVAAVAGNTTVLCRLCGGSSGPWPGPKRRKMDFLLVQLAAADLYASGGTALSQLAWELLGDPRPALGDLACRLSHLLQASGRGASAHLVALIALERQLAVRIPQGPQLPARALAALSWLLALLLALPPTFVVRWDAPPSSTANAWPGKHCCRGIFAPLPRWHLQVYALYEAIVGFAAPVALLGFSCGHLLCVWWQRGSQAPVARMPWSPSMARASLPSALPQAKVQSLKMSLALALLFVGC.... Result: 0 (no interaction). The miRNA is hsa-miR-3689e with sequence UGUGAUAUCAUGGUUCCUGGGA. (6) The miRNA is hsa-miR-4738-5p with sequence ACCAGCGCGUUUUCAGUUUCAU. The protein sequence of the target gene is MDQSNYSSLHGFILLGFSNHPKMEMILSGVVAIFYLITLVGNTAIILASLLDSQLHTPMYFFLRNLSFLDLCFTTSIIPQMLVNLWGPDKTISYVGCIIQLYVYMWLGSVECLLLAVMSYDRFTAICKPLHYFVVMNPHLCLKMIIMIWSISLANSVVLCTLTLNLPTCGNNILDHFLCELPALVKIACVDTTTVEMSVFALGIIIVLTPLILILISYGYIAKAVLRTKSKASQRKAMNTCGSHLTVVSMFYGTIIYMYLQPGNRASKDQGKFLTLFYTVITPSLNPLIYTLRNKDMKDA.... Result: 0 (no interaction). (7) The miRNA is hsa-miR-3919 with sequence GCAGAGAACAAAGGACUCAGU. The protein sequence of the target gene is MAYYQEPSVETSIIKFKDQDFTTLRDHCLSMGRTFKDETFPAADSSIGQKLLQEKRLSNVIWKRPQDLPGGPPHFILDDISRFDIQQGGAADCWFLAALGSLTQNPQYRQKILMVQSFSHQYAGIFRFRFWQCGQWVEVVIDDRLPVQGDKCLFVRPRHQNQEFWPCLLEKAYAKLLGSYSDLHYGFLEDALVDLTGGVITNIHLHSSPVDLVKAVKTATKAGSLITCATPSGPTDTAQAMENGLVSLHAYTVTGAEQIQYRRGWEEIISLWNPWGWGEAEWRGRWSDGSQEWEETCDPR.... Result: 1 (interaction).